This data is from Forward reaction prediction with 1.9M reactions from USPTO patents (1976-2016). The task is: Predict the product of the given reaction. (1) Given the reactants [Si:1]([O:18][CH2:19][C@@H:20]1[N:25]([C:26]([O:28][C:29]([CH3:32])([CH3:31])[CH3:30])=[O:27])[CH2:24][C@H:23]([C:33](=O)[NH:34][CH2:35][C:36]2[C:41]([Cl:42])=[N:40][CH:39]=[CH:38][N:37]=2)[O:22][CH2:21]1)([C:14]([CH3:17])([CH3:16])[CH3:15])([C:8]1[CH:13]=[CH:12][CH:11]=[CH:10][CH:9]=1)[C:2]1[CH:7]=[CH:6][CH:5]=[CH:4][CH:3]=1.CN([CH:47]=[O:48])C.O=P(Cl)(Cl)Cl.[OH-:54].[NH4+:55].[C:56](#N)C, predict the reaction product. The product is: [Si:1]([O:18][CH2:19][C@@H:20]1[N:25]([C:26]([O:28][C:29]([CH3:31])([CH3:30])[CH3:32])=[O:27])[CH2:24][C@H:23]([C:33]2[N:37]3[CH:38]=[CH:39][N:40]=[C:41]([Cl:42])[C:36]3=[CH:35][N:34]=2)[O:22][CH2:21]1)([C:14]([CH3:15])([CH3:16])[CH3:17])([C:8]1[CH:9]=[CH:10][CH:11]=[CH:12][CH:13]=1)[C:2]1[CH:3]=[CH:4][CH:5]=[CH:6][CH:7]=1.[CH3:8][C:13]1[CH:12]=[CH:11][C:10]([C:9]([O:48][CH3:47])=[O:54])=[CH:56][N:55]=1. (2) Given the reactants [NH:1]1[CH:5]=[CH:4][CH:3]=[N:2]1.[H-].[Na+].Br[CH2:9][C:10]1[CH:19]=[CH:18][C:13]([C:14]([O:16][CH3:17])=[O:15])=[CH:12][CH:11]=1, predict the reaction product. The product is: [N:1]1([CH2:9][C:10]2[CH:19]=[CH:18][C:13]([C:14]([O:16][CH3:17])=[O:15])=[CH:12][CH:11]=2)[CH:5]=[CH:4][CH:3]=[N:2]1.